This data is from Peptide-MHC class II binding affinity with 134,281 pairs from IEDB. The task is: Regression. Given a peptide amino acid sequence and an MHC pseudo amino acid sequence, predict their binding affinity value. This is MHC class II binding data. (1) The peptide sequence is FHGSDGCWYPMEIRP. The MHC is HLA-DQA10201-DQB10303 with pseudo-sequence HLA-DQA10201-DQB10303. The binding affinity (normalized) is 0. (2) The peptide sequence is GEEEVQLIAAVPGKN. The MHC is DRB4_0103 with pseudo-sequence DRB4_0103. The binding affinity (normalized) is 0.446. (3) The peptide sequence is SMPFGKTPVLEIDGK. The MHC is HLA-DQA10501-DQB10201 with pseudo-sequence HLA-DQA10501-DQB10201. The binding affinity (normalized) is 0.253. (4) The peptide sequence is IFSGNMNIKLKMPMY. The MHC is HLA-DQA10301-DQB10302 with pseudo-sequence HLA-DQA10301-DQB10302. The binding affinity (normalized) is 0.172. (5) The MHC is DRB1_0802 with pseudo-sequence DRB1_0802. The binding affinity (normalized) is 0.801. The peptide sequence is QLYSKFLLKAEPLAF. (6) The peptide sequence is EKKYFAATQFEPWAA. The MHC is HLA-DPA10201-DPB11401 with pseudo-sequence HLA-DPA10201-DPB11401. The binding affinity (normalized) is 0.386.